This data is from Full USPTO retrosynthesis dataset with 1.9M reactions from patents (1976-2016). The task is: Predict the reactants needed to synthesize the given product. (1) Given the product [Cl:14][C:15]1[C:16]([C:17]#[N:18])=[CH:19][C:20]([F:24])=[C:21]([NH:1][CH:2]2[CH:7]3[CH2:6][CH2:5][CH:4]([CH2:9][CH2:8]3)[CH:3]2[C:10]([O:12][CH3:13])=[O:11])[CH:22]=1, predict the reactants needed to synthesize it. The reactants are: [NH2:1][C@H:2]1[CH:7]2[CH2:8][CH2:9][CH:4]([CH2:5][CH2:6]2)[C@@H:3]1[C:10]([O:12][CH3:13])=[O:11].[Cl:14][C:15]1[CH:22]=[C:21](Cl)[C:20]([F:24])=[CH:19][C:16]=1[C:17]#[N:18].C([O-])([O-])=O.[Cs+].[Cs+]. (2) Given the product [CH3:1][O:2][C:3]1[CH:8]=[CH:7][C:6]([C:9]23[CH2:14][CH2:13][CH:12]([CH2:11][CH2:10]2)[N:15]([CH2:16][CH2:17][S:18]([NH2:19])(=[O:20])=[O:21])[C:22]3=[O:24])=[CH:5][CH:4]=1, predict the reactants needed to synthesize it. The reactants are: [CH3:1][O:2][C:3]1[CH:8]=[CH:7][C:6]([C:9]2([C:22]([O:24]C)=O)[CH2:14][CH2:13][CH:12]([NH:15][CH2:16][CH2:17][S:18](=[O:21])(=[O:20])[NH2:19])[CH2:11][CH2:10]2)=[CH:5][CH:4]=1. (3) Given the product [NH3:7].[CH3:1][O:2][CH2:3][CH2:4][CH:5]1[CH2:6][N:7]([C:11]2[C:20]3[N:19]=[C:18]([C:21]([F:23])([F:24])[F:22])[S:17][C:16]=3[NH:15][C:14]3[CH:25]=[CH:26][CH:27]=[CH:28][C:13]=3[N:12]=2)[CH2:8][CH2:9][N:10]1[CH2:39][CH2:38][O:41][CH2:42][CH2:29][OH:32], predict the reactants needed to synthesize it. The reactants are: [CH3:1][O:2][CH2:3][CH2:4][C@@H:5]1[NH:10][CH2:9][CH2:8][N:7]([C:11]2[C:20]3[N:19]=[C:18]([C:21]([F:24])([F:23])[F:22])[S:17][C:16]=3[NH:15][C:14]3[CH:25]=[CH:26][CH:27]=[CH:28][C:13]=3[N:12]=2)[CH2:6]1.[C:29](=[O:32])([O-])[O-].[K+].[K+].[I-].[Na+].O.[C:38]([O:41][CH2:42]C)(=O)[CH3:39]. (4) Given the product [Cl:1][C:2]1[CH:29]=[C:28]([O:30][CH2:31][CH2:32][OH:33])[CH:27]=[CH:26][C:3]=1[C:4]([N:6]1[C:12]2[CH:13]=[CH:14][CH:15]=[CH:16][C:11]=2[CH2:10][N:9]([CH2:17][C:18]([NH:20][CH2:21][C:22]([O:24][CH3:34])=[O:23])=[O:19])[C:8](=[O:25])[CH2:7]1)=[O:5], predict the reactants needed to synthesize it. The reactants are: [Cl:1][C:2]1[CH:29]=[C:28]([O:30][CH2:31][CH2:32][OH:33])[CH:27]=[CH:26][C:3]=1[C:4]([N:6]1[C:12]2[CH:13]=[CH:14][CH:15]=[CH:16][C:11]=2[CH2:10][N:9]([CH2:17][C:18]([NH:20][CH2:21][C:22]([OH:24])=[O:23])=[O:19])[C:8](=[O:25])[CH2:7]1)=[O:5].[CH3:34][Si](C=[N+]=[N-])(C)C. (5) Given the product [OH:9][CH2:10][C@:11]12[CH2:46][CH2:45][C@@H:44]([C:47]([CH3:49])=[CH2:48])[C@@H:12]1[C@@H:13]1[C@@:26]([CH3:29])([CH2:27][CH2:28]2)[C@@:25]2([CH3:30])[C@@H:16]([C@:17]3([CH3:43])[C@@H:22]([CH2:23][CH2:24]2)[C:21]([CH3:31])([CH3:32])[C:20]([C:33]2[CH:37]=[C:36]([C:38]([OH:40])=[O:39])[NH:35][N:34]=2)=[CH:19][CH2:18]3)[CH2:15][CH2:14]1, predict the reactants needed to synthesize it. The reactants are: C([O:9][CH2:10][C@:11]12[CH2:46][CH2:45][C@@H:44]([C:47]([CH3:49])=[CH2:48])[C@@H:12]1[C@@H:13]1[C@@:26]([CH3:29])([CH2:27][CH2:28]2)[C@@:25]2([CH3:30])[C@@H:16]([C@:17]3([CH3:43])[C@@H:22]([CH2:23][CH2:24]2)[C:21]([CH3:32])([CH3:31])[C:20]([C:33]2[CH:37]=[C:36]([C:38]([O:40]CC)=[O:39])[NH:35][N:34]=2)=[CH:19][CH2:18]3)[CH2:15][CH2:14]1)(=O)C1C=CC=CC=1.O.O.[OH-].[Li+]. (6) Given the product [ClH:1].[CH3:34][N:31]([CH3:30])[C:3]([CH2:8][CH2:9][C:10]1[CH:15]=[CH:14][C:13]([O:16][CH2:17][CH2:18][CH2:19][CH2:20][CH2:21][CH2:22][CH3:23])=[C:12]([C:24]([F:27])([F:26])[F:25])[CH:11]=1)([CH2:6][OH:7])[CH2:4][OH:5], predict the reactants needed to synthesize it. The reactants are: [ClH:1].N[C:3]([CH2:8][CH2:9][C:10]1[CH:15]=[CH:14][C:13]([O:16][CH2:17][CH2:18][CH2:19][CH2:20][CH2:21][CH2:22][CH3:23])=[C:12]([C:24]([F:27])([F:26])[F:25])[CH:11]=1)([CH2:6][OH:7])[CH2:4][OH:5].C=O.[C:30]([BH3-])#[N:31].[Na+].[C:34](=O)([O-])O.[Na+]. (7) Given the product [N+:18]([C:15]1[N:16]=[CH:17][C:12]([N:6]2[CH2:5][CH2:4][N:3]3[CH2:7][CH2:8][CH2:9][CH:2]3[C:1]2=[O:10])=[CH:13][CH:14]=1)([O-:20])=[O:19], predict the reactants needed to synthesize it. The reactants are: [C:1]1(=[O:10])[NH:6][CH2:5][CH2:4][N:3]2[CH2:7][CH2:8][CH2:9][CH:2]12.Br[C:12]1[CH:13]=[CH:14][C:15]([N+:18]([O-:20])=[O:19])=[N:16][CH:17]=1.